Dataset: Reaction yield outcomes from USPTO patents with 853,638 reactions. Task: Predict the reaction yield, written as a fraction of the theoretical maximum amount of product (1.0 means a 100% yield; for example, 0.34 means a 34% yield). (1) The reactants are [C:1]([C:5]1[N:6]=[C:7]([C:17]([O:19]CC)=O)[N:8]([CH2:10][C:11]2[CH:16]=[CH:15][CH:14]=[CH:13][CH:12]=2)[N:9]=1)([CH3:4])([CH3:3])[CH3:2].O[Li].O.CN(C(ON1N=NC2C=CC=NC1=2)=[N+](C)C)C.F[P-](F)(F)(F)(F)F.[NH2:49][C:50]1[CH:51]=[C:52]([S:56]([NH2:59])(=[O:58])=[O:57])[CH:53]=[CH:54][CH:55]=1. The catalyst is C1COCC1.O.CN(C=O)C. The product is [C:1]([C:5]1[N:6]=[C:7]([C:17]([NH:49][C:50]2[CH:55]=[CH:54][CH:53]=[C:52]([S:56]([NH2:59])(=[O:57])=[O:58])[CH:51]=2)=[O:19])[N:8]([CH2:10][C:11]2[CH:12]=[CH:13][CH:14]=[CH:15][CH:16]=2)[N:9]=1)([CH3:2])([CH3:3])[CH3:4]. The yield is 0.110. (2) The reactants are C([Li])CCC.CCCCCC.[F:12][C:13]1[CH:21]=[C:20]2[C:16]([CH:17]=[CH:18][NH:19]2)=[CH:15][CH:14]=1.[CH:22]([Si:25](Cl)([CH:29]([CH3:31])[CH3:30])[CH:26]([CH3:28])[CH3:27])([CH3:24])[CH3:23]. The catalyst is C1COCC1. The product is [F:12][C:13]1[CH:21]=[C:20]2[C:16]([CH:17]=[CH:18][N:19]2[Si:25]([CH:29]([CH3:31])[CH3:30])([CH:26]([CH3:28])[CH3:27])[CH:22]([CH3:24])[CH3:23])=[CH:15][CH:14]=1. The yield is 0.910. (3) The reactants are [Br:1][C:2]1[N:7]2[CH:8]=[CH:9][N:10]=[C:6]2[C:5](Br)=[N:4][CH:3]=1.[NH2:12][C:13]1[CH:14]=[CH:15][C:16]([N:22]2[CH2:27][CH2:26][O:25][CH2:24][CH2:23]2)=[C:17]([CH:21]=1)[C:18]([NH2:20])=[O:19].C(N(CC)C(C)C)(C)C.CCOCC. The catalyst is C(O)(C)C. The product is [Br:1][C:2]1[N:7]2[CH:8]=[CH:9][N:10]=[C:6]2[C:5]([NH:12][C:13]2[CH:14]=[CH:15][C:16]([N:22]3[CH2:23][CH2:24][O:25][CH2:26][CH2:27]3)=[C:17]([CH:21]=2)[C:18]([NH2:20])=[O:19])=[N:4][CH:3]=1. The yield is 0.670.